This data is from Reaction yield outcomes from USPTO patents with 853,638 reactions. The task is: Predict the reaction yield, written as a fraction of the theoretical maximum amount of product (1.0 means a 100% yield; for example, 0.34 means a 34% yield). (1) The reactants are C([Si](C)(C)[O:6][CH2:7][C:8]([N:11]1[C:19]2[CH:18]=[CH:17][N:16]=[CH:15][C:14]=2[C:13]([C:20]([C:22]2[CH:23]=[C:24]([NH:28][C:29](=[O:38])[CH2:30][C:31]3[CH:36]=[CH:35][C:34]([Cl:37])=[CH:33][N:32]=3)[CH:25]=[N:26][CH:27]=2)=[O:21])=[CH:12]1)([CH3:10])[CH3:9])(C)(C)C. The catalyst is C1COCC1.Cl.O1CCOCC1. The product is [Cl:37][C:34]1[CH:35]=[CH:36][C:31]([CH2:30][C:29]([NH:28][C:24]2[CH:25]=[N:26][CH:27]=[C:22]([C:20]([C:13]3[C:14]4[CH:15]=[N:16][CH:17]=[CH:18][C:19]=4[N:11]([C:8]([CH3:10])([CH3:9])[CH2:7][OH:6])[CH:12]=3)=[O:21])[CH:23]=2)=[O:38])=[N:32][CH:33]=1. The yield is 0.690. (2) The reactants are [H-].[Na+].[CH3:3][S:4]([NH2:7])(=[O:6])=[O:5].[CH:8]([C@@H:11]1[CH2:15][O:14][C:13](=[O:16])[N:12]1[C:17]1[CH:18]=[C:19]([CH:23]2[C:32]([CH3:34])([CH3:33])[CH2:31][C:30]3[C:25](=[CH:26][CH:27]=[C:28]([C:35](O)=[O:36])[CH:29]=3)[NH:24]2)[CH:20]=[CH:21][CH:22]=1)([CH3:10])[CH3:9].C(N1C=CN=C1)(N1C=CN=C1)=O. The catalyst is CN(C)C=O. The product is [CH:8]([C@@H:11]1[CH2:15][O:14][C:13](=[O:16])[N:12]1[C:17]1[CH:18]=[C:19]([CH:23]2[C:32]([CH3:34])([CH3:33])[CH2:31][C:30]3[C:25](=[CH:26][CH:27]=[C:28]([C:35]([NH:7][S:4]([CH3:3])(=[O:6])=[O:5])=[O:36])[CH:29]=3)[NH:24]2)[CH:20]=[CH:21][CH:22]=1)([CH3:10])[CH3:9]. The yield is 0.200. (3) The reactants are [N:1]1[NH:2][N:3]=[N:4][C:5]=1[C:6]([O:8][CH2:9][CH3:10])=[O:7].[Na].Br[CH2:13][C:14]1[CH:19]=[CH:18][CH:17]=[CH:16][CH:15]=1.CCN(CC)CC. The catalyst is CN(C=O)C.O. The product is [CH2:13]([N:2]1[N:3]=[N:4][C:5]([C:6]([O:8][CH2:9][CH3:10])=[O:7])=[N:1]1)[C:14]1[CH:19]=[CH:18][CH:17]=[CH:16][CH:15]=1. The yield is 0.304. (4) The yield is 0.740. The product is [Br:9][C:10]1[CH:15]=[C:14]([Cl:16])[C:13]([O:6][CH3:3])=[C:12]([Cl:18])[CH:11]=1. The catalyst is CN(C=O)C. The reactants are CI.[C:3]([O-:6])([O-])=O.[K+].[K+].[Br:9][C:10]1[CH:15]=[C:14]([Cl:16])[C:13](O)=[C:12]([Cl:18])[CH:11]=1.C(OCC)(=O)C. (5) The reactants are [H-].[Na+].[CH3:3][S:4]([NH2:7])(=[O:6])=[O:5].[CH3:8][C:9]1([CH3:34])[CH2:18][C:17]2[C:12](=[CH:13][CH:14]=[C:15]([C:19](O)=[O:20])[CH:16]=2)[NH:11][CH:10]1[C:22]1[CH:27]=[CH:26][CH:25]=[C:24]([N:28]2[CH2:32][CH2:31][O:30][C:29]2=[O:33])[CH:23]=1.C(N1C=CN=C1)(N1C=CN=C1)=O. The catalyst is CN(C)C=O. The product is [CH3:8][C:9]1([CH3:34])[CH2:18][C:17]2[C:12](=[CH:13][CH:14]=[C:15]([C:19]([NH:7][S:4]([CH3:3])(=[O:6])=[O:5])=[O:20])[CH:16]=2)[NH:11][CH:10]1[C:22]1[CH:27]=[CH:26][CH:25]=[C:24]([N:28]2[CH2:32][CH2:31][O:30][C:29]2=[O:33])[CH:23]=1. The yield is 0.200. (6) The reactants are [C:1]1([N:7]=[N:8][C:9]2[CH:16]=[CH:15][CH:14]=[CH:13][C:10]=2[C:11]#[N:12])[CH:6]=[CH:5][CH:4]=[CH:3][CH:2]=1. The catalyst is CCO. The product is [C:1]1([N:7]2[C:11]([NH2:12])=[C:10]3[C:9]([CH:16]=[CH:15][CH:14]=[CH:13]3)=[N:8]2)[CH:2]=[CH:3][CH:4]=[CH:5][CH:6]=1. The yield is 0.850. (7) The reactants are [N+:1]([C:4]1[CH:11]=[C:10]([N+:12]([O-])=O)[CH:9]=[CH:8][C:5]=1[CH:6]=[O:7])([O-])=O.[N+](C1C([N+]([O-])=O)=C(C=CC=1)C=O)([O-])=O. The catalyst is C(O)(=O)C.C(OCC)(=O)C.O.[Fe]. The product is [NH2:1][C:4]1[CH:11]=[C:10]([NH2:12])[CH:9]=[CH:8][C:5]=1[CH:6]=[O:7]. The yield is 0.710. (8) The catalyst is CO.[Pd]. The yield is 0.950. The reactants are [N+:1]([C:4]1[CH:5]=[N:6][N:7]([CH:9]2[CH2:14][CH2:13][O:12][CH2:11][CH2:10]2)[CH:8]=1)([O-])=O. The product is [O:12]1[CH2:11][CH2:10][CH:9]([N:7]2[CH:8]=[C:4]([NH2:1])[CH:5]=[N:6]2)[CH2:14][CH2:13]1. (9) The reactants are [Cl:1][C:2]1[CH:3]=[C:4]([CH:8]=[C:9]([Cl:15])[C:10]=1[C:11]([O:13][CH3:14])=[O:12])[C:5](O)=[O:6].C(Cl)(=O)C(Cl)=O.Cl.CN.[CH2:25]([N:27](CC)CC)C. The catalyst is CN(C)C=O.ClCCl. The product is [Cl:1][C:2]1[CH:3]=[C:4]([C:5](=[O:6])[NH:27][CH3:25])[CH:8]=[C:9]([Cl:15])[C:10]=1[C:11]([O:13][CH3:14])=[O:12]. The yield is 0.700. (10) The reactants are [CH2:1]([O:8][NH:9][C:10]1[N:20]=[CH:19][CH:18]=[CH:17][C:11]=1[C:12]([O:14][CH2:15][CH3:16])=[O:13])[C:2]1[CH:7]=[CH:6][CH:5]=[CH:4][CH:3]=1.C(N(CC)CC)C.Cl[CH:29]([C:35]([O-])=[O:36])[C:30]([O:32][CH2:33][CH3:34])=[O:31]. The catalyst is ClCCl. The product is [CH2:1]([O:8][N:9]([C:35](=[O:36])[CH2:29][C:30]([O:32][CH2:33][CH3:34])=[O:31])[C:10]1[N:20]=[CH:19][CH:18]=[CH:17][C:11]=1[C:12]([O:14][CH2:15][CH3:16])=[O:13])[C:2]1[CH:3]=[CH:4][CH:5]=[CH:6][CH:7]=1. The yield is 0.650.